Predict the product of the given reaction. From a dataset of Forward reaction prediction with 1.9M reactions from USPTO patents (1976-2016). (1) The product is: [Cl:38][C:24]1[C:23]([CH3:39])=[C:22]([C:18]2[CH:19]=[CH:20][CH:21]=[C:16]([CH2:15][O:14][C:12]3[CH:11]=[CH:10][C:9]4[C@H:5]([CH2:4][C:3]([OH:40])=[O:2])[CH2:6][O:7][C:8]=4[CH:13]=3)[CH:17]=2)[C:27]([CH3:28])=[C:26]([Cl:29])[C:25]=1[O:30][CH2:31][CH2:32][CH2:33][S:34]([CH3:37])(=[O:36])=[O:35]. Given the reactants C[O:2][C:3](=[O:40])[CH2:4][C@H:5]1[C:9]2[CH:10]=[CH:11][C:12]([O:14][CH2:15][C:16]3[CH:17]=[C:18]([C:22]4[C:27]([CH3:28])=[C:26]([Cl:29])[C:25]([O:30][CH2:31][CH2:32][CH2:33][S:34]([CH3:37])(=[O:36])=[O:35])=[C:24]([Cl:38])[C:23]=4[CH3:39])[CH:19]=[CH:20][CH:21]=3)=[CH:13][C:8]=2[O:7][CH2:6]1.CO.[OH-].[Na+].C(O)(=O)CC(CC(O)=O)(C(O)=O)O, predict the reaction product. (2) Given the reactants [Cl:1][C:2]1[CH:10]=[C:9]2[C:5]([C:6]([CH:11]3[CH2:16][CH2:15][NH:14][CH2:13][CH2:12]3)=[CH:7][NH:8]2)=[CH:4][CH:3]=1.[C:17](O[C:17]([O:19][C:20]([CH3:23])([CH3:22])[CH3:21])=[O:18])([O:19][C:20]([CH3:23])([CH3:22])[CH3:21])=[O:18], predict the reaction product. The product is: [C:20]([O:19][C:17]([N:14]1[CH2:15][CH2:16][CH:11]([C:6]2[C:5]3[C:9](=[CH:10][C:2]([Cl:1])=[CH:3][CH:4]=3)[NH:8][CH:7]=2)[CH2:12][CH2:13]1)=[O:18])([CH3:23])([CH3:22])[CH3:21]. (3) Given the reactants [SH:1][C:2]1[S:3][C:4]2[CH2:14][CH2:13][C:12]3[C:7](=[CH:8][CH:9]=[CH:10][C:11]=3[O:15][CH2:16][C:17]([O:19]CC)=[O:18])[C:5]=2[N:6]=1.Br[CH:23]([C:31]1[CH:36]=[CH:35][CH:34]=[CH:33][CH:32]=1)[CH2:24][C:25]1[CH:30]=[CH:29][CH:28]=[CH:27][CH:26]=1, predict the reaction product. The product is: [C:25]1([CH:24]([S:1][C:2]2[S:3][C:4]3[CH2:14][CH2:13][C:12]4[C:7](=[CH:8][CH:9]=[CH:10][C:11]=4[O:15][CH2:16][C:17]([OH:19])=[O:18])[C:5]=3[N:6]=2)[CH2:23][C:31]2[CH:32]=[CH:33][CH:34]=[CH:35][CH:36]=2)[CH:30]=[CH:29][CH:28]=[CH:27][CH:26]=1.